This data is from Reaction yield outcomes from USPTO patents with 853,638 reactions. The task is: Predict the reaction yield, written as a fraction of the theoretical maximum amount of product (1.0 means a 100% yield; for example, 0.34 means a 34% yield). (1) The reactants are [C:1]([C:3]1[CH:4]=[N:5][N:6]2[C:11]([C:12]([F:15])([F:14])[F:13])=[CH:10][C:9]([C:16]3[CH:21]=[CH:20][C:19]([C:22]([F:25])([F:24])[F:23])=[CH:18][CH:17]=3)=[N:8][C:7]=12)#[CH:2].Br[C:27]1[CH:32]=[CH:31][N:30]=[CH:29][N:28]=1.C(P(C(C)(C)C)C(C)(C)C)(C)(C)C.C(NC(C)C)(C)C. The catalyst is O1CCOCC1.[Cu]I.CCOC(C)=O.CCCCCCC. The yield is 0.680. The product is [N:28]1[CH:27]=[C:32]([C:2]#[C:1][C:3]2[CH:4]=[N:5][N:6]3[C:11]([C:12]([F:14])([F:13])[F:15])=[CH:10][C:9]([C:16]4[CH:21]=[CH:20][C:19]([C:22]([F:25])([F:24])[F:23])=[CH:18][CH:17]=4)=[N:8][C:7]=23)[CH:31]=[N:30][CH:29]=1. (2) The reactants are Cl.[CH2:2]1[C:6]2([CH2:11][CH2:10][CH:9]([NH:12][NH2:13])[CH2:8][CH2:7]2)[CH2:5][CH2:4][CH2:3]1.C[O:15][CH:16](OC)[C:17](=O)/[CH:18]=[CH:19]/N(C)C. The catalyst is CO. The product is [CH2:2]1[C:6]2([CH2:7][CH2:8][CH:9]([N:12]3[C:17]([CH:16]=[O:15])=[CH:18][CH:19]=[N:13]3)[CH2:10][CH2:11]2)[CH2:5][CH2:4][CH2:3]1. The yield is 0.0900.